This data is from Experimentally validated miRNA-target interactions with 360,000+ pairs, plus equal number of negative samples. The task is: Binary Classification. Given a miRNA mature sequence and a target amino acid sequence, predict their likelihood of interaction. (1) The miRNA is hsa-miR-519b-5p with sequence CUCUAGAGGGAAGCGCUUUCUG. The protein sequence of the target gene is MEVPNVKDFQWKRLAPLPSRRVYCSLLETGGQVYAIGGCDDNGVPMDCFEVYSPEADQWTSLPSLPTARAGVAITALGKRIMVIGGVGTNQLPVKVVEMYNIDEGKWKKRSVLREAAMGISVTAKDYRVYAAGGMGLDLRPHNYLQHYDMLKDMWVSLAPMPTPRYAATSFLRGSKIYVLGGRQSKYAVNAFEVFDIESRSWTKFPNIPCKRAFSSFVTLDNHLYSLGGLRQGRLYRQPKFLRTMDVFDMEQGGWLKMERSFFLKKRRADFVAGGLSGRVIVAGGLGNQPTVLETAEAFH.... Result: 0 (no interaction). (2) The miRNA is hsa-miR-29c-3p with sequence UAGCACCAUUUGAAAUCGGUUA. The protein sequence of the target gene is MSILIIEAFYGGSHKQLVDLLQEELGDCVVYTLPAKKWHWRARTSALYFSQTIPISEHYRTLFASSVLNLTELAALRPDLGKLKKILYFHENQLIYPVKKCQERDFQYGYNQILSCLVADVVVFNSVFNMESFLTSMGKFMKLIPDHRPKDLESIIRPKCQVIYFPIRFPDVSRFMPKHKTTHLKKMLGLKGNGGAVLSMALPFQPEQRDSEDLLKNFNSECDTHCGLDTARQEYLGNSLRQESDLKKSTSSDNSSSHHGENKQNLTVDPCDILGGVDNQQRLLHIVWPHRWEHDKDPES.... Result: 1 (interaction).